From a dataset of Full USPTO retrosynthesis dataset with 1.9M reactions from patents (1976-2016). Predict the reactants needed to synthesize the given product. (1) Given the product [CH2:14]([N:21]1[CH2:26][CH2:25][C:24]([C:2]2[CH:7]=[CH:6][C:5]([Br:8])=[CH:4][CH:3]=2)([OH:27])[C:23]([CH3:29])([CH3:28])[CH2:22]1)[C:15]1[CH:16]=[CH:17][CH:18]=[CH:19][CH:20]=1, predict the reactants needed to synthesize it. The reactants are: Br[C:2]1[CH:7]=[CH:6][C:5]([Br:8])=[CH:4][CH:3]=1.[Li]CCCC.[CH2:14]([N:21]1[CH2:26][CH2:25][C:24](=[O:27])[C:23]([CH3:29])([CH3:28])[CH2:22]1)[C:15]1[CH:20]=[CH:19][CH:18]=[CH:17][CH:16]=1. (2) Given the product [F:1][C:2]1[C:7]([CH3:8])=[C:6]([OH:9])[CH:5]=[CH:4][C:3]=1[C:11](=[O:13])[CH3:12], predict the reactants needed to synthesize it. The reactants are: [F:1][C:2]1[C:7]([CH3:8])=[C:6]([O:9]C)[CH:5]=[CH:4][C:3]=1[C:11](=[O:13])[CH3:12]. (3) Given the product [OH:8][CH2:9][C:10]([O:12][CH2:13][NH:14][C:15]([C:17]1[CH:22]=[C:21]([CH3:23])[C:20]([CH:24]([C:35]2[CH:40]=[C:39]([F:41])[CH:38]=[CH:37][C:36]=2[F:42])[S:25]([C:28]2[CH:29]=[CH:30][C:31]([F:34])=[CH:32][CH:33]=2)(=[O:26])=[O:27])=[CH:19][N:18]=1)=[O:16])=[O:11], predict the reactants needed to synthesize it. The reactants are: COC1C=CC(C[O:8][CH2:9][C:10]([O:12][CH2:13][NH:14][C:15]([C:17]2[CH:22]=[C:21]([CH3:23])[C:20]([CH:24]([C:35]3[CH:40]=[C:39]([F:41])[CH:38]=[CH:37][C:36]=3[F:42])[S:25]([C:28]3[CH:33]=[CH:32][C:31]([F:34])=[CH:30][CH:29]=3)(=[O:27])=[O:26])=[CH:19][N:18]=2)=[O:16])=[O:11])=CC=1.ClC1C(=O)C(C#N)=C(C#N)C(=O)C=1Cl.O. (4) Given the product [CH:33]1([N:25]([CH2:24][C:12]2[C:11]3[C:15](=[CH:16][CH:17]=[CH:18][C:10]=3[N:1]3[CH2:6][CH2:5][O:4][CH2:3][CH2:2]3)[N:14]([CH2:19][CH2:20][CH2:21][O:22][CH3:23])[CH:13]=2)[C:26](=[O:32])[O:27][C:28]([CH3:30])([CH3:31])[CH3:29])[CH2:35][CH2:34]1, predict the reactants needed to synthesize it. The reactants are: [NH:1]1[CH2:6][CH2:5][O:4][CH2:3][CH2:2]1.[OH-].[Na+].Br[C:10]1[CH:18]=[CH:17][CH:16]=[C:15]2[C:11]=1[C:12]([CH2:24][N:25]([CH:33]1[CH2:35][CH2:34]1)[C:26](=[O:32])[O:27][C:28]([CH3:31])([CH3:30])[CH3:29])=[CH:13][N:14]2[CH2:19][CH2:20][CH2:21][O:22][CH3:23].